This data is from Catalyst prediction with 721,799 reactions and 888 catalyst types from USPTO. The task is: Predict which catalyst facilitates the given reaction. (1) Reactant: [C:1]([O:6][C@@H:7]1[C@@H:15]([CH2:16][CH2:17]I)[C:14](=[O:19])[O:13][CH2:12][C@H:11]([NH:20][C:21]([O:23][C:24]([CH3:27])([CH3:26])[CH3:25])=[O:22])[C:10](=[O:28])[O:9][C@H:8]1[CH3:29])(=[O:5])[CH:2]([CH3:4])[CH3:3].CCCC[SnH](CCCC)CCCC.CC(N=NC(C#N)(C)C)(C#N)C. Product: [C:1]([O:6][C@@H:7]1[C@@H:15]([CH2:16][CH3:17])[C:14](=[O:19])[O:13][CH2:12][C@H:11]([NH:20][C:21]([O:23][C:24]([CH3:25])([CH3:26])[CH3:27])=[O:22])[C:10](=[O:28])[O:9][C@H:8]1[CH3:29])(=[O:5])[CH:2]([CH3:4])[CH3:3]. The catalyst class is: 48. (2) The catalyst class is: 17. Reactant: [OH:1][CH:2]([CH2:10][CH2:11][CH2:12][CH2:13][CH3:14])[CH2:3][CH2:4][CH2:5][C:6]([O:8][CH3:9])=[O:7].[C:15](OC(=O)C)(=[O:17])C.C(O)=O.CO.Cl. Product: [CH:15]([O:1][CH:2]([CH2:10][CH2:11][CH2:12][CH2:13][CH3:14])[CH2:3][CH2:4][CH2:5][C:6]([O:8][CH3:9])=[O:7])=[O:17]. (3) Reactant: [Cl:1][C:2]1[CH:7]=[C:6]([N:8]2[CH2:12][CH2:11][CH2:10][CH2:9]2)[CH:5]=[CH:4][C:3]=1[CH2:13][N:14]1[CH2:19][CH2:18][N:17](C(OC(C)(C)C)=O)[CH2:16][CH2:15]1.FC(F)(F)C(O)=O. Product: [Cl:1][C:2]1[CH:7]=[C:6]([N:8]2[CH2:12][CH2:11][CH2:10][CH2:9]2)[CH:5]=[CH:4][C:3]=1[CH2:13][N:14]1[CH2:15][CH2:16][NH:17][CH2:18][CH2:19]1. The catalyst class is: 4. (4) Reactant: N1C=CC=CC=1.[NH2:7][C:8]1[N:13]=[C:12]([S:14][C@H:15]([C:17]2[CH:22]=[CH:21][CH:20]=[CH:19][CH:18]=2)[CH3:16])[N:11]=[C:10]([OH:23])[CH:9]=1.[C:24]([S-:26])#[N:25].[K+].BrBr. Product: [NH2:25][C:24]1[S:26][C:9]2[C:10]([OH:23])=[N:11][C:12]([S:14][C@H:15]([C:17]3[CH:18]=[CH:19][CH:20]=[CH:21][CH:22]=3)[CH3:16])=[N:13][C:8]=2[N:7]=1. The catalyst class is: 18. (5) Reactant: O.[NH2:2][NH2:3].Cl[C:5]1[N:6]=[N:7][C:8]([CH3:11])=[CH:9][CH:10]=1. Product: [NH:2]([C:5]1[N:6]=[N:7][C:8]([CH3:11])=[CH:9][CH:10]=1)[NH2:3]. The catalyst class is: 8.